Dataset: Forward reaction prediction with 1.9M reactions from USPTO patents (1976-2016). Task: Predict the product of the given reaction. (1) Given the reactants [Cl:1][C:2]1[CH:3]=[N:4][CH:5]=[C:6]([Cl:28])[C:7]=1[NH:8][C:9]1[N:13]([CH3:14])[C:12]2[C:15]3[CH2:16][C:17]([CH3:27])([CH3:26])[O:18][C:19]=3[C:20]([C:22]([O:24]C)=O)=[CH:21][C:11]=2[N:10]=1.[F:29][C:30]([F:39])([F:38])[C:31]1[CH:37]=[CH:36][C:34]([NH2:35])=[CH:33][CH:32]=1.C[Al](C)C, predict the reaction product. The product is: [Cl:28][C:6]1[CH:5]=[N:4][CH:3]=[C:2]([Cl:1])[C:7]=1[NH:8][C:9]1[N:13]([CH3:14])[C:12]2[C:15]3[CH2:16][C:17]([CH3:27])([CH3:26])[O:18][C:19]=3[C:20]([C:22]([NH:35][C:34]3[CH:36]=[CH:37][C:31]([C:30]([F:29])([F:38])[F:39])=[CH:32][CH:33]=3)=[O:24])=[CH:21][C:11]=2[N:10]=1. (2) The product is: [ClH:32].[CH:34]1([C:37]2[C:38]([CH2:51][N:52]3[C:57]([CH3:58])([CH3:59])[CH2:56][O:55][C@H:54]([CH2:60][C:61]4[CH:66]=[C:65]([Cl:67])[CH:64]=[C:63]([Cl:68])[CH:62]=4)[CH2:53]3)=[CH:39][C:40]([F:50])=[C:41]([CH:49]=2)[C:42]([OH:44])=[O:43])[CH2:36][CH2:35]1. Given the reactants C1(C2C(CN3CCO[C@H](CC4C=CC([Cl:32])=C(Cl)C=4)C3)=CC(F)=C(C=2)C(OC(C)(C)C)=O)CC1.[CH:34]1([C:37]2[C:38]([CH2:51][N:52]3[C:57]([CH3:59])([CH3:58])[CH2:56][O:55][C@H:54]([CH2:60][C:61]4[CH:66]=[C:65]([Cl:67])[CH:64]=[C:63]([Cl:68])[CH:62]=4)[CH2:53]3)=[CH:39][C:40]([F:50])=[C:41]([CH:49]=2)[C:42]([O:44]C(C)(C)C)=[O:43])[CH2:36][CH2:35]1, predict the reaction product.